Task: Predict the reaction yield, written as a fraction of the theoretical maximum amount of product (1.0 means a 100% yield; for example, 0.34 means a 34% yield).. Dataset: Reaction yield outcomes from USPTO patents with 853,638 reactions (1) The reactants are [C:1]([O:5][C:6]([N:8]1[CH2:13][CH2:12][CH:11]([C:14]2[CH:15]=[C:16]3[C:25](=[CH:26][C:27]=2[C:28]([CH3:30])=[CH2:29])[O:24][CH2:23][C:22]2[N:17]3[CH:18]([CH3:32])[C:19](=[O:31])[NH:20][N:21]=2)[CH2:10][CH2:9]1)=[O:7])([CH3:4])([CH3:3])[CH3:2]. The catalyst is CO.[Pd]. The product is [C:1]([O:5][C:6]([N:8]1[CH2:13][CH2:12][CH:11]([C:14]2[CH:15]=[C:16]3[C:25](=[CH:26][C:27]=2[CH:28]([CH3:29])[CH3:30])[O:24][CH2:23][C:22]2[N:17]3[CH:18]([CH3:32])[C:19](=[O:31])[NH:20][N:21]=2)[CH2:10][CH2:9]1)=[O:7])([CH3:4])([CH3:3])[CH3:2]. The yield is 1.00. (2) The reactants are [Cu](C#N)[C:2]#[N:3].Br[C:7]1[CH:12]=[CH:11][C:10]([N+:13]([O-:15])=[O:14])=[CH:9][C:8]=1[CH3:16].Cl. The catalyst is CN(C)C=O.O.O.O.O.O.O.[Fe](Cl)(Cl)Cl. The product is [CH3:16][C:8]1[CH:9]=[C:10]([N+:13]([O-:15])=[O:14])[CH:11]=[CH:12][C:7]=1[C:2]#[N:3]. The yield is 0.870.